From a dataset of Forward reaction prediction with 1.9M reactions from USPTO patents (1976-2016). Predict the product of the given reaction. (1) Given the reactants I[C:2]1[CH:7]=[CH:6][C:5]([C:8]2[O:12][N:11]=[C:10]([CH3:13])[N:9]=2)=[CH:4][CH:3]=1.[CH3:14][C:15]1[CH:28]=[CH:27][C:18]([C:19]([NH:21][C:22]2[S:23][CH:24]=[N:25][N:26]=2)=[O:20])=[CH:17][C:16]=1B1OC(C)(C)C(C)(C)O1, predict the reaction product. The product is: [S:23]1[CH:24]=[N:25][N:26]=[C:22]1[NH:21][C:19]([C:18]1[CH:17]=[C:16]([C:2]2[CH:7]=[CH:6][C:5]([C:8]3[O:12][N:11]=[C:10]([CH3:13])[N:9]=3)=[CH:4][CH:3]=2)[C:15]([CH3:14])=[CH:28][CH:27]=1)=[O:20]. (2) The product is: [CH:13]1([CH:1]([OH:2])[C:3]2[CH:10]=[CH:9][C:6]([C:7]#[N:8])=[CH:5][CH:4]=2)[CH2:18][CH2:17][CH2:16][CH2:15][CH2:14]1. Given the reactants [CH:1]([C:3]1[CH:10]=[CH:9][C:6]([C:7]#[N:8])=[CH:5][CH:4]=1)=[O:2].ClB([CH:13]1[CH2:18][CH2:17][CH2:16][CH2:15][CH2:14]1)[CH:13]1[CH2:18][CH2:17][CH2:16][CH2:15][CH2:14]1.N1C(C)=CC=CC=1C.OO.[OH-].[Na+], predict the reaction product.